From a dataset of Forward reaction prediction with 1.9M reactions from USPTO patents (1976-2016). Predict the product of the given reaction. (1) Given the reactants [F:1][C:2]1[CH:7]=[CH:6][C:5]([NH:8][C:9]2[O:10][C:11]3[C:17]([F:18])=[C:16]([CH2:19][C:20]([O:22]C)=[O:21])[CH:15]=[CH:14][C:12]=3[N:13]=2)=[C:4]([CH3:24])[CH:3]=1.[OH-].[Na+], predict the reaction product. The product is: [F:1][C:2]1[CH:7]=[CH:6][C:5]([NH:8][C:9]2[O:10][C:11]3[C:17]([F:18])=[C:16]([CH2:19][C:20]([OH:22])=[O:21])[CH:15]=[CH:14][C:12]=3[N:13]=2)=[C:4]([CH3:24])[CH:3]=1. (2) Given the reactants Br[C:2]1[CH:3]=[N:4][C:5]2[N:6]([N:8]=[C:9]([CH3:11])[CH:10]=2)[CH:7]=1.[C:12]([C:14]1[CH:19]=[CH:18][C:17]([F:20])=[CH:16][CH:15]=1)#[CH:13], predict the reaction product. The product is: [F:20][C:17]1[CH:18]=[CH:19][C:14]([C:12]#[C:13][C:2]2[CH:3]=[N:4][C:5]3[N:6]([N:8]=[C:9]([CH3:11])[CH:10]=3)[CH:7]=2)=[CH:15][CH:16]=1.